This data is from Peptide-MHC class I binding affinity with 185,985 pairs from IEDB/IMGT. The task is: Regression. Given a peptide amino acid sequence and an MHC pseudo amino acid sequence, predict their binding affinity value. This is MHC class I binding data. (1) The peptide sequence is GSYGEYQSY. The MHC is HLA-A02:06 with pseudo-sequence HLA-A02:06. The binding affinity (normalized) is 0.0509. (2) The peptide sequence is KLTEAITAA. The MHC is HLA-A02:02 with pseudo-sequence HLA-A02:02. The binding affinity (normalized) is 0.914. (3) The peptide sequence is VEPWLKNNQF. The MHC is HLA-B44:02 with pseudo-sequence HLA-B44:02. The binding affinity (normalized) is 0.580. (4) The peptide sequence is RPQLWRYRW. The MHC is HLA-A01:01 with pseudo-sequence HLA-A01:01. The binding affinity (normalized) is 0.0847. (5) The peptide sequence is RLSQSGHML. The MHC is HLA-A26:01 with pseudo-sequence HLA-A26:01. The binding affinity (normalized) is 0.0847. (6) The peptide sequence is YVFTGYRVTK. The MHC is HLA-A33:01 with pseudo-sequence HLA-A33:01. The binding affinity (normalized) is 0.252.